This data is from Reaction yield outcomes from USPTO patents with 853,638 reactions. The task is: Predict the reaction yield, written as a fraction of the theoretical maximum amount of product (1.0 means a 100% yield; for example, 0.34 means a 34% yield). The product is [NH2:11][C:12]1([CH3:24])[CH2:13][CH2:14][N:15]([CH2:18][C:19]([O:21][CH2:22][CH3:23])=[O:20])[CH2:16][CH2:17]1. The reactants are C(OC([NH:11][C:12]1([CH3:24])[CH2:17][CH2:16][N:15]([CH2:18][C:19]([O:21][CH2:22][CH3:23])=[O:20])[CH2:14][CH2:13]1)=O)C1C=CC=CC=1. The catalyst is CCOC(C)=O.[Pd]. The yield is 0.910.